From a dataset of Forward reaction prediction with 1.9M reactions from USPTO patents (1976-2016). Predict the product of the given reaction. (1) Given the reactants [N+:1]([C:4]1[C:5]([CH:14]=O)=[CH:6][CH:7]=[C:8]2[C:13]=1[N:12]=[CH:11][CH:10]=[CH:9]2)([O-:3])=[O:2].[NH2:16][C:17]1[CH:22]=[CH:21][CH:20]=[CH:19][CH:18]=1.[BH4-].[Na+], predict the reaction product. The product is: [N+:1]([C:4]1[C:5]([CH2:14][NH:16][C:17]2[CH:22]=[CH:21][CH:20]=[CH:19][CH:18]=2)=[CH:6][CH:7]=[C:8]2[C:13]=1[N:12]=[CH:11][CH:10]=[CH:9]2)([O-:3])=[O:2]. (2) Given the reactants [C:1]([O:5][C:6](=[O:39])[CH2:7][N:8]1[CH2:16][CH2:15][N:14]([CH2:17][C:18](=[O:30])[CH2:19][CH2:20][C:21]2[CH:26]=[CH:25][C:24]([N+:27]([O-:29])=[O:28])=[CH:23][CH:22]=2)[CH2:13][CH2:12][N:11]([CH2:31][C:32]([O:34][C:35]([CH3:38])([CH3:37])[CH3:36])=[O:33])[CH2:10][CH2:9]1)([CH3:4])([CH3:3])[CH3:2].[BH4-].[Na+], predict the reaction product. The product is: [C:1]([O:5][C:6](=[O:39])[CH2:7][N:8]1[CH2:16][CH2:15][N:14]([CH2:17][CH:18]([OH:30])[CH2:19][CH2:20][C:21]2[CH:22]=[CH:23][C:24]([N+:27]([O-:29])=[O:28])=[CH:25][CH:26]=2)[CH2:13][CH2:12][N:11]([CH2:31][C:32]([O:34][C:35]([CH3:38])([CH3:37])[CH3:36])=[O:33])[CH2:10][CH2:9]1)([CH3:4])([CH3:3])[CH3:2]. (3) Given the reactants [OH-:1].[Na+].Cl[CH2:4][C:5]1[O:6][C:7]2[CH:13]=[CH:12][C:11]([N+:14]([O-:16])=[O:15])=[CH:10][C:8]=2[N:9]=1, predict the reaction product. The product is: [N+:14]([C:11]1[CH:12]=[CH:13][C:7]2[O:6][C:5]([CH2:4][OH:1])=[N:9][C:8]=2[CH:10]=1)([O-:16])=[O:15]. (4) Given the reactants [F:1][C:2]1[CH:3]=[C:4](/[CH:8]=[CH:9]/[C:10](OC)=[O:11])[CH:5]=[CH:6][CH:7]=1.CC(C[AlH]CC(C)C)C, predict the reaction product. The product is: [F:1][C:2]1[CH:3]=[C:4](/[CH:8]=[CH:9]/[CH2:10][OH:11])[CH:5]=[CH:6][CH:7]=1. (5) Given the reactants CN(C(ON1N=NC2C=CC=NC1=2)=[N+](C)C)C.F[P-](F)(F)(F)(F)F.[Cl:25][C:26]1[N:31]=[C:30]([CH3:32])[C:29]([C:33]([OH:35])=O)=[CH:28][CH:27]=1.CCN(C(C)C)C(C)C.[CH3:45][C:46]1[CH:47]=[C:48]([CH:51]=[CH:52][C:53]=1[S:54]([N:57]1[CH2:62][CH2:61][NH:60][C@@H:59]([CH3:63])[CH2:58]1)(=[O:56])=[O:55])[C:49]#[N:50], predict the reaction product. The product is: [Cl:25][C:26]1[N:31]=[C:30]([CH3:32])[C:29]([C:33]([N:60]2[CH2:61][CH2:62][N:57]([S:54]([C:53]3[CH:52]=[CH:51][C:48]([C:49]#[N:50])=[CH:47][C:46]=3[CH3:45])(=[O:56])=[O:55])[CH2:58][C@@H:59]2[CH3:63])=[O:35])=[CH:28][CH:27]=1. (6) Given the reactants ClCCCl.[CH3:5][C:6]1[CH:10]=[C:9]([C:11]2[CH:16]=[CH:15][C:14]([N+:17]([O-:19])=[O:18])=[CH:13][CH:12]=2)[O:8][N:7]=1.[I:20]N1C(=O)CCC1=O.OS(O)(=O)=O, predict the reaction product. The product is: [I:20][C:10]1[C:6]([CH3:5])=[N:7][O:8][C:9]=1[C:11]1[CH:12]=[CH:13][C:14]([N+:17]([O-:19])=[O:18])=[CH:15][CH:16]=1. (7) The product is: [F:1][C:2]1[C:11]([F:12])=[C:10]2[C:5]([CH2:6][CH2:7][CH:8]([CH2:13][CH2:14][CH2:15][CH2:16][CH3:17])[O:9]2)=[C:4]([C:21]#[C:20][CH:22]2[CH2:27][CH2:26][CH:25]([CH2:28][CH2:29][CH3:30])[CH2:24][CH2:23]2)[C:3]=1[OH:19]. Given the reactants [F:1][C:2]1[C:11]([F:12])=[C:10]2[C:5]([CH2:6][CH2:7][CH:8]([CH2:13][CH2:14][CH2:15][CH2:16][CH3:17])[O:9]2)=[C:4](I)[C:3]=1[OH:19].[C:20]([CH:22]1[CH2:27][CH2:26][CH:25]([CH2:28][CH2:29][CH3:30])[CH2:24][CH2:23]1)#[CH:21].Cl, predict the reaction product. (8) Given the reactants Cl[C:2]1[C:3]2[NH:10][CH:9]=[CH:8][C:4]=2[N:5]=[CH:6][N:7]=1.[NH2:11][C:12]1[CH:17]=[CH:16][C:15]([OH:18])=[CH:14][C:13]=1[Cl:19].C(=O)([O-])[O-].[K+].[K+].CN1CCCC1=O, predict the reaction product. The product is: [Cl:19][C:13]1[CH:14]=[C:15]([O:18][C:2]2[C:3]3[NH:10][CH:9]=[CH:8][C:4]=3[N:5]=[CH:6][N:7]=2)[CH:16]=[CH:17][C:12]=1[NH2:11]. (9) Given the reactants [CH3:1][C:2]1[C:7]([S:8][CH3:9])=[CH:6][CH:5]=[CH:4][C:3]=1[N:10]1[C:14](=[O:15])[N:13]([CH3:16])[N:12]=[N:11]1.N(C1(C#N)CCCCC1)=NC1(C#N)CCCCC1.[Br:35]N1C(=O)CCC1=O.ClC1C=CC=CC=1, predict the reaction product. The product is: [Br:35][CH2:1][C:2]1[C:7]([S:8][CH3:9])=[CH:6][CH:5]=[CH:4][C:3]=1[N:10]1[C:14](=[O:15])[N:13]([CH3:16])[N:12]=[N:11]1.